From a dataset of NCI-60 drug combinations with 297,098 pairs across 59 cell lines. Regression. Given two drug SMILES strings and cell line genomic features, predict the synergy score measuring deviation from expected non-interaction effect. Cell line: 786-0. Drug 1: CC=C1C(=O)NC(C(=O)OC2CC(=O)NC(C(=O)NC(CSSCCC=C2)C(=O)N1)C(C)C)C(C)C. Drug 2: C(=O)(N)NO. Synergy scores: CSS=7.79, Synergy_ZIP=-4.06, Synergy_Bliss=1.75, Synergy_Loewe=-12.2, Synergy_HSA=-0.0324.